From a dataset of Full USPTO retrosynthesis dataset with 1.9M reactions from patents (1976-2016). Predict the reactants needed to synthesize the given product. (1) Given the product [CH2:32]([O:21][C:13]([C:10]1[CH:11]=[CH:12][C:7]([O:6][C:5]2[CH:4]=[CH:3][C:2]([Cl:1])=[CH:27][CH:26]=2)=[CH:8][C:9]=1[C:22]([F:25])([F:23])[F:24])([CH3:20])[CH2:14][N:15]1[CH:19]=[N:18][CH:17]=[N:16]1)[CH:31]=[CH2:30], predict the reactants needed to synthesize it. The reactants are: [Cl:1][C:2]1[CH:27]=[CH:26][C:5]([O:6][C:7]2[CH:12]=[CH:11][C:10]([C:13]([OH:21])([CH3:20])[CH2:14][N:15]3[CH:19]=[N:18][CH:17]=[N:16]3)=[C:9]([C:22]([F:25])([F:24])[F:23])[CH:8]=2)=[CH:4][CH:3]=1.[H-].[Na+].[CH2:30](Br)[CH:31]=[CH2:32].[Cl-].[Na+]. (2) Given the product [CH2:1]([O:8][C:9]([N:11]1[CH2:15][CH:14]([C:16]2[C:24]3[C:19](=[CH:20][C:21]([F:25])=[CH:22][CH:23]=3)[NH:18][CH:17]=2)[CH:13]2[N:26]([C:29](=[O:46])[CH:30]([NH2:38])[CH:31]([O:33][C:34]([CH3:36])([CH3:35])[CH3:37])[CH3:32])[CH2:27][CH2:28][CH:12]12)=[O:10])[C:2]1[CH:3]=[CH:4][CH:5]=[CH:6][CH:7]=1, predict the reactants needed to synthesize it. The reactants are: [CH2:1]([O:8][C:9]([N:11]1[CH2:15][CH:14]([C:16]2[C:24]3[C:19](=[CH:20][C:21]([F:25])=[CH:22][CH:23]=3)[NH:18][CH:17]=2)[CH:13]2[N:26]([C:29](=[O:46])[CH:30]([NH:38]C(OC(C)(C)C)=O)[CH:31]([O:33][C:34]([CH3:37])([CH3:36])[CH3:35])[CH3:32])[CH2:27][CH2:28][CH:12]12)=[O:10])[C:2]1[CH:7]=[CH:6][CH:5]=[CH:4][CH:3]=1.C(O)(C(F)(F)F)=O. (3) Given the product [CH2:25]([N:27]([CH2:21][CH2:20][C:19]#[C:18][C:16]1[CH:15]=[CH:14][C:13]2[C:9]([C:6]3[CH:7]=[CH:8][C:3]([C:2]([F:24])([F:1])[F:23])=[CH:4][CH:5]=3)=[N:10][S:11][C:12]=2[CH:17]=1)[CH2:28][CH2:29][OH:30])[CH3:26], predict the reactants needed to synthesize it. The reactants are: [F:1][C:2]([F:24])([F:23])[C:3]1[CH:8]=[CH:7][C:6]([C:9]2[C:13]3[CH:14]=[CH:15][C:16]([C:18]#[C:19][CH2:20][CH2:21]O)=[CH:17][C:12]=3[S:11][N:10]=2)=[CH:5][CH:4]=1.[CH2:25]([NH:27][CH2:28][CH2:29][OH:30])[CH3:26]. (4) Given the product [ClH:1].[NH2:8][CH:9]1[CH2:10][N:11]([C:13]([C:15]2[N:16]=[C:17]3[C:22]([C:23]([F:25])([F:26])[F:24])=[CH:21][C:20]([C:27]4[CH:28]=[N:29][NH:30][CH:31]=4)=[CH:19][N:18]3[CH:32]=2)=[O:14])[CH2:12]1, predict the reactants needed to synthesize it. The reactants are: [ClH:1].C(OC(=O)[NH:8][CH:9]1[CH2:12][N:11]([C:13]([C:15]2[N:16]=[C:17]3[C:22]([C:23]([F:26])([F:25])[F:24])=[CH:21][C:20]([C:27]4[CH:28]=[N:29][NH:30][CH:31]=4)=[CH:19][N:18]3[CH:32]=2)=[O:14])[CH2:10]1)(C)(C)C. (5) The reactants are: [CH3:1][N:2]1[CH:7]=[C:6]([C:8]2[CH:13]=[C:12]([N+:14]([O-])=O)[CH:11]=[CH:10][C:9]=2[O:17][CH:18]2[CH2:22][CH2:21][O:20][CH2:19]2)[C:5]2[CH:23]=[CH:24][NH:25][C:4]=2[C:3]1=[O:26].CN1C=C(C2C=C([N+]([O-])=O)C=CC=2OC2CCOCC2)C2C=CNC=2C1=O. Given the product [NH2:14][C:12]1[CH:11]=[CH:10][C:9]([O:17][CH:18]2[CH2:22][CH2:21][O:20][CH2:19]2)=[C:8]([C:6]2[C:5]3[CH:23]=[CH:24][NH:25][C:4]=3[C:3](=[O:26])[N:2]([CH3:1])[CH:7]=2)[CH:13]=1, predict the reactants needed to synthesize it. (6) Given the product [C:16]([C:13]1[CH:14]=[CH:15][C:10]([O:9][CH2:8][CH2:7][CH:6]2[CH2:18][N:19]2[C:20]([O:22][C:23]([CH3:26])([CH3:25])[CH3:24])=[O:21])=[CH:11][CH:12]=1)#[N:17], predict the reactants needed to synthesize it. The reactants are: CS(O[CH:6]([CH2:18][NH:19][C:20]([O:22][C:23]([CH3:26])([CH3:25])[CH3:24])=[O:21])[CH2:7][CH2:8][O:9][C:10]1[CH:15]=[CH:14][C:13]([C:16]#[N:17])=[CH:12][CH:11]=1)(=O)=O.[OH-].[Na+].O. (7) Given the product [Cl:21][C:22]1[CH:23]=[CH:24][C:25]([CH2:26][NH:27][C:28]([NH:13][C:10]2[CH:11]=[CH:12][C:7]([O:6][CH2:5][CH2:4][CH2:3][N:2]([CH3:1])[CH3:20])=[C:8]([C:14]3[N:15]([CH3:19])[N:16]=[CH:17][CH:18]=3)[CH:9]=2)=[O:29])=[CH:30][CH:31]=1, predict the reactants needed to synthesize it. The reactants are: [CH3:1][N:2]([CH3:20])[CH2:3][CH2:4][CH2:5][O:6][C:7]1[CH:12]=[CH:11][C:10]([NH2:13])=[CH:9][C:8]=1[C:14]1[N:15]([CH3:19])[N:16]=[CH:17][CH:18]=1.[Cl:21][C:22]1[CH:31]=[CH:30][C:25]([CH2:26][N:27]=[C:28]=[O:29])=[CH:24][CH:23]=1. (8) The reactants are: Cl[CH2:2][C:3]#[N:4].CCN(C(C)C)C(C)C.[N:14]([CH:17]([CH2:21][C:22]1[CH:27]=[CH:26][CH:25]=[CH:24][CH:23]=1)[C:18]([O-:20])=[O:19])=[N+:15]=[N-:16]. Given the product [N:14]([C@@H:17]([CH2:21][C:22]1[CH:27]=[CH:26][CH:25]=[CH:24][CH:23]=1)[C:18]([O:20][CH2:2][C:3]#[N:4])=[O:19])=[N+:15]=[N-:16], predict the reactants needed to synthesize it.